This data is from Reaction yield outcomes from USPTO patents with 853,638 reactions. The task is: Predict the reaction yield, written as a fraction of the theoretical maximum amount of product (1.0 means a 100% yield; for example, 0.34 means a 34% yield). The reactants are [CH3:1][S:2][C:3]1[CH:8]=[CH:7][C:6]([C:9]2[O:13][N:12]=[CH:11][C:10]=2[C:14](OCC)=[O:15])=[CH:5][CH:4]=1.[H-].C([Al+]CC(C)C)C(C)C.Cl. The catalyst is O1CCCC1. The product is [CH3:1][S:2][C:3]1[CH:4]=[CH:5][C:6]([C:9]2[O:13][N:12]=[CH:11][C:10]=2[CH2:14][OH:15])=[CH:7][CH:8]=1. The yield is 0.890.